This data is from Full USPTO retrosynthesis dataset with 1.9M reactions from patents (1976-2016). The task is: Predict the reactants needed to synthesize the given product. (1) Given the product [Cl:44][C:41]1[CH:42]=[N:43][C:11]([N:8]2[CH2:9][CH2:10][C@@H:6]([O:5][C:4]3[CH:18]=[CH:19][CH:20]=[C:2]([F:1])[CH:3]=3)[CH2:7]2)=[C:23]([CH:40]=1)[C:24]([NH:26][C:27]1([C:30]2[CH:31]=[CH:32][C:33]([C:34]([O:36][CH3:37])=[O:35])=[CH:38][CH:39]=2)[CH2:29][CH2:28]1)=[O:25], predict the reactants needed to synthesize it. The reactants are: [F:1][C:2]1[CH:3]=[C:4]([CH:18]=[CH:19][CH:20]=1)[O:5][C@@H:6]1[CH2:10][CH2:9][N:8]([C:11](OC(C)(C)C)=O)[CH2:7]1.ClC1[N:43]=[CH:42][C:41]([Cl:44])=[CH:40][C:23]=1[C:24]([NH:26][C:27]1([C:30]2[CH:39]=[CH:38][C:33]([C:34]([O:36][CH3:37])=[O:35])=[CH:32][CH:31]=2)[CH2:29][CH2:28]1)=[O:25]. (2) Given the product [CH2:9]([NH:11][C:12]([C:14]1[C:18]([I:1])=[C:17]([C:19]2[CH:24]=[C:23]([C:25]([CH3:28])([CH3:27])[CH3:26])[C:22]([O:29][CH2:30][C:31]3[CH:32]=[CH:33][CH:34]=[CH:35][CH:36]=3)=[CH:21][C:20]=2[O:37][CH2:38][C:39]2[CH:40]=[CH:41][CH:42]=[CH:43][CH:44]=2)[O:16][N:15]=1)=[O:13])[CH3:10], predict the reactants needed to synthesize it. The reactants are: [I:1]N1C(=O)CCC1=O.[CH2:9]([NH:11][C:12]([C:14]1[CH:18]=[C:17]([C:19]2[CH:24]=[C:23]([C:25]([CH3:28])([CH3:27])[CH3:26])[C:22]([O:29][CH2:30][C:31]3[CH:36]=[CH:35][CH:34]=[CH:33][CH:32]=3)=[CH:21][C:20]=2[O:37][CH2:38][C:39]2[CH:44]=[CH:43][CH:42]=[CH:41][CH:40]=2)[O:16][N:15]=1)=[O:13])[CH3:10]. (3) Given the product [CH3:27][O:28][C:29](=[O:38])[C:30]1[CH:35]=[CH:34][C:33]([C:36]#[C:37][C:2]2[CH:25]=[CH:24][C:5]([O:6][CH2:7][C:8]3[N:12]([C:13]4[C:18]([Cl:19])=[CH:17][CH:16]=[CH:15][C:14]=4[Cl:20])[N:11]=[N:10][C:9]=3[CH:21]([CH3:22])[CH3:23])=[CH:4][C:3]=2[CH3:26])=[CH:32][CH:31]=1, predict the reactants needed to synthesize it. The reactants are: Br[C:2]1[CH:25]=[CH:24][C:5]([O:6][CH2:7][C:8]2[N:12]([C:13]3[C:18]([Cl:19])=[CH:17][CH:16]=[CH:15][C:14]=3[Cl:20])[N:11]=[N:10][C:9]=2[CH:21]([CH3:23])[CH3:22])=[CH:4][C:3]=1[CH3:26].[CH3:27][O:28][C:29](=[O:38])[C:30]1[CH:35]=[CH:34][C:33]([C:36]#[CH:37])=[CH:32][CH:31]=1.C(N(CC)CC)C. (4) Given the product [Cl:13][C:12]1[CH:11]=[C:10]([Cl:14])[CH:9]=[C:8]([Cl:15])[C:7]=1[N:6]1[C:2]2=[N:1][C:30]([CH2:29][C:25]3[CH:26]=[CH:27][CH:28]=[C:23]([O:22][CH3:21])[CH:24]=3)=[N:20][C:18](=[O:19])[C:3]2=[C:4]([CH2:16][CH3:17])[NH:5]1, predict the reactants needed to synthesize it. The reactants are: [NH2:1][C:2]1[N:6]([C:7]2[C:12]([Cl:13])=[CH:11][C:10]([Cl:14])=[CH:9][C:8]=2[Cl:15])[N:5]=[C:4]([CH2:16][CH3:17])[C:3]=1[C:18]([NH2:20])=[O:19].[CH3:21][O:22][C:23]1[CH:24]=[C:25]([CH2:29][C:30](Cl)=O)[CH:26]=[CH:27][CH:28]=1.[O-]CC.[Na+]. (5) Given the product [F:43][C:22]1[CH:21]=[C:20]([O:19][C:17]2[CH:16]=[CH:15][N:14]=[C:13]([NH:12][C:10](=[O:11])[C@H:9]([OH:8])[CH3:44])[CH:18]=2)[C:25]([F:26])=[CH:24][C:23]=1[NH:27][C:28]([C:30]1([C:33]([NH:35][C:36]2[CH:37]=[CH:38][C:39]([F:42])=[CH:40][CH:41]=2)=[O:34])[CH2:32][CH2:31]1)=[O:29], predict the reactants needed to synthesize it. The reactants are: C([O:8][C@H:9]([CH3:44])[C:10]([NH:12][C:13]1[CH:18]=[C:17]([O:19][C:20]2[C:25]([F:26])=[CH:24][C:23]([NH:27][C:28]([C:30]3([C:33]([NH:35][C:36]4[CH:41]=[CH:40][C:39]([F:42])=[CH:38][CH:37]=4)=[O:34])[CH2:32][CH2:31]3)=[O:29])=[C:22]([F:43])[CH:21]=2)[CH:16]=[CH:15][N:14]=1)=[O:11])C1C=CC=CC=1. (6) The reactants are: [CH3:1][C:2]1([CH3:32])[O:7][C:6](=[O:8])[CH:5]([C:9](=O)[C@@H:10]([NH:22][C:23](=[O:29])[O:24][C:25]([CH3:28])([CH3:27])[CH3:26])[CH2:11][C:12]2[CH:17]=[CH:16][C:15]([C:18]([F:21])([F:20])[F:19])=[CH:14][CH:13]=2)[C:4](=[O:31])[O:3]1.CC(O)=O.[BH4-].[Na+]. Given the product [CH3:1][C:2]1([CH3:32])[O:3][C:4](=[O:31])[CH:5]([CH2:9][C@@H:10]([NH:22][C:23](=[O:29])[O:24][C:25]([CH3:27])([CH3:26])[CH3:28])[CH2:11][C:12]2[CH:13]=[CH:14][C:15]([C:18]([F:20])([F:21])[F:19])=[CH:16][CH:17]=2)[C:6](=[O:8])[O:7]1, predict the reactants needed to synthesize it.